This data is from Forward reaction prediction with 1.9M reactions from USPTO patents (1976-2016). The task is: Predict the product of the given reaction. (1) Given the reactants [NH2:1][C:2]1[CH:3]=[CH:4][C:5]([N:26]2[CH2:31][CH2:30][O:29][CH2:28][CH2:27]2)=[C:6]([CH:25]=1)[C:7]([N:9]1[CH2:14][CH2:13][N:12]([C:15]2[CH:20]=[CH:19][C:18]([C:21](=[O:23])[CH3:22])=[CH:17][C:16]=2[F:24])[CH2:11][CH2:10]1)=[O:8].C(N(CC)CC)C.[CH3:39][S:40](Cl)(=[O:42])=[O:41], predict the reaction product. The product is: [C:21]([C:18]1[CH:19]=[CH:20][C:15]([N:12]2[CH2:11][CH2:10][N:9]([C:7]([C:6]3[CH:25]=[C:2]([NH:1][S:40]([CH3:39])(=[O:42])=[O:41])[CH:3]=[CH:4][C:5]=3[N:26]3[CH2:27][CH2:28][O:29][CH2:30][CH2:31]3)=[O:8])[CH2:14][CH2:13]2)=[C:16]([F:24])[CH:17]=1)(=[O:23])[CH3:22]. (2) Given the reactants Cl[CH2:2][CH2:3][C:4]1[S:8][C:7]([NH2:9])=[N:6][CH:5]=1.[NH:10]([CH3:12])[CH3:11], predict the reaction product. The product is: [CH3:11][N:10]([CH3:12])[CH2:2][CH2:3][C:4]1[S:8][C:7]([NH2:9])=[N:6][CH:5]=1.